Dataset: Full USPTO retrosynthesis dataset with 1.9M reactions from patents (1976-2016). Task: Predict the reactants needed to synthesize the given product. (1) Given the product [Cl:33][C:34]1[CH:35]=[C:36]([CH:39]=[CH:40][CH:41]=1)[CH2:37][NH:38][C:22](=[O:24])[CH2:21][C:4]1[C:3]([C:1]#[N:2])=[CH:8][N:7]=[C:6]([NH:9][CH2:10][C:11]([F:20])([F:19])[C:12]2[CH:17]=[CH:16][CH:15]=[CH:14][N+:13]=2[O-:18])[N:5]=1, predict the reactants needed to synthesize it. The reactants are: [C:1]([C:3]1[C:4]([CH2:21][C:22]([O:24]CC)=O)=[N:5][C:6]([NH:9][CH2:10][C:11]([F:20])([F:19])[C:12]2[CH:17]=[CH:16][CH:15]=[CH:14][N+:13]=2[O-:18])=[N:7][CH:8]=1)#[N:2].O.[OH-].[Li+].[OH-].[Li+].Cl.[Cl:33][C:34]1[CH:35]=[C:36]([CH:39]=[CH:40][CH:41]=1)[CH2:37][NH2:38].ON1C2N=CC=CC=2N=N1.C(N=C=NCCCN(C)C)C. (2) Given the product [Cl:1][C:2]1[CH:3]=[C:4]2[N:22]([CH2:23][O:24][CH2:25][CH2:26][Si:27]([CH3:30])([CH3:29])[CH3:28])[C:21]([O:35][C@H:36]3[C@H:40]4[O:41][CH2:42][C@@H:43]([CH2:44][C:45]([O:47][CH2:48][CH3:49])=[O:46])[C@H:39]4[O:38][CH2:37]3)=[N:20][C:5]2=[N:6][C:7]=1[C:8]1[CH:13]=[CH:12][C:11]([C:14]2[CH:19]=[CH:18][CH:17]=[CH:16][CH:15]=2)=[CH:10][CH:9]=1, predict the reactants needed to synthesize it. The reactants are: [Cl:1][C:2]1[CH:3]=[C:4]2[N:22]([CH2:23][O:24][CH2:25][CH2:26][Si:27]([CH3:30])([CH3:29])[CH3:28])[C:21](S(C)(=O)=O)=[N:20][C:5]2=[N:6][C:7]=1[C:8]1[CH:13]=[CH:12][C:11]([C:14]2[CH:19]=[CH:18][CH:17]=[CH:16][CH:15]=2)=[CH:10][CH:9]=1.[OH:35][C@H:36]1[C@H:40]2[O:41][CH2:42][CH:43]([CH2:44][C:45]([O:47][CH2:48][CH3:49])=[O:46])[C@H:39]2[O:38][CH2:37]1.C1CCN2C(=NCCC2)CC1. (3) Given the product [Cl:46][C:34]1[C:35]([CH2:37][C:38]2[CH:43]=[CH:42][C:41]([CH2:44][CH3:45])=[CH:40][CH:39]=2)=[CH:36][C:31]([C@H:12]2[C@H:13]([OH:23])[C@@H:14]([OH:15])[C@H:9]([OH:8])[C@@H:10]([CH2:55][OH:56])[O:11]2)=[C:32]([CH2:47][CH2:48][O:49][CH2:50][C:51]([F:54])([F:52])[F:53])[CH:33]=1, predict the reactants needed to synthesize it. The reactants are: C([O:8][C@H:9]1[C@H:14]([O:15]CC2C=CC=CC=2)[C@@H:13]([O:23]CC2C=CC=CC=2)[C@H:12]([C:31]2[CH:36]=[C:35]([CH2:37][C:38]3[CH:43]=[CH:42][C:41]([CH2:44][CH3:45])=[CH:40][CH:39]=3)[C:34]([Cl:46])=[CH:33][C:32]=2[CH2:47][CH2:48][O:49][CH2:50][C:51]([F:54])([F:53])[F:52])[O:11][C@@H:10]1[CH2:55][O:56]CC1C=CC=CC=1)C1C=CC=CC=1. (4) Given the product [N:25]1[CH:26]=[CH:27][C:22]([C:14]2[C:13]([C:9]3[CH:8]=[C:7]4[C:12](=[CH:11][CH:10]=3)[C:4](=[O:29])[CH2:5][CH2:6]4)=[C:17]3[N:18]=[CH:19][CH:20]=[CH:21][N:16]3[N:15]=2)=[CH:23][CH:24]=1, predict the reactants needed to synthesize it. The reactants are: CON=[C:4]1[C:12]2[C:7](=[CH:8][C:9]([C:13]3[C:14]([C:22]4[CH:27]=[CH:26][N:25]=[CH:24][CH:23]=4)=[N:15][N:16]4[CH:21]=[CH:20][CH:19]=[N:18][C:17]=34)=[CH:10][CH:11]=2)[CH2:6][CH2:5]1.Cl.[O:29]1CCOCC1. (5) Given the product [F:5][CH:4]([F:7])[CH2:2][N:32]1[CH2:33][CH2:34][C:14]2[N:13]([S:10]([CH2:8][CH3:9])(=[O:12])=[O:11])[C:21]3[CH:20]=[CH:19][C:18]([C:22]([N:24]4[CH2:29][CH2:28][CH:27]([CH3:30])[CH2:26][CH2:25]4)=[O:23])=[CH:17][C:16]=3[C:15]=2[CH2:31]1.[C:2]([OH:3])([C:4]([F:7])([F:6])[F:5])=[O:1], predict the reactants needed to synthesize it. The reactants are: [OH:1][C:2]([C:4]([F:7])([F:6])[F:5])=[O:3].[CH2:8]([S:10]([N:13]1[C:21]2[CH:20]=[CH:19][C:18]([C:22]([N:24]3[CH2:29][CH2:28][CH:27]([CH3:30])[CH2:26][CH2:25]3)=[O:23])=[CH:17][C:16]=2[C:15]2[CH2:31][NH:32][CH2:33][CH2:34][C:14]1=2)(=[O:12])=[O:11])[CH3:9].C([O-])([O-])=O.[K+].[K+]. (6) Given the product [C:1]([NH:5][C:6]([C:8]1[C:9]([NH:16][CH2:17][CH2:18][CH2:19][NH:20][S:21]([C:24]2[CH:29]=[CH:28][CH:27]=[C:26]([N+:30]([O-:32])=[O:31])[CH:25]=2)(=[O:22])=[O:23])=[N:10][C:11]([Cl:14])=[N:12][CH:13]=1)=[O:7])([CH3:4])([CH3:3])[CH3:2], predict the reactants needed to synthesize it. The reactants are: [C:1]([NH:5][C:6]([C:8]1[C:9](Cl)=[N:10][C:11]([Cl:14])=[N:12][CH:13]=1)=[O:7])([CH3:4])([CH3:3])[CH3:2].[NH2:16][CH2:17][CH2:18][CH2:19][NH:20][S:21]([C:24]1[CH:29]=[CH:28][CH:27]=[C:26]([N+:30]([O-:32])=[O:31])[CH:25]=1)(=[O:23])=[O:22].C(N(CC)CC)C. (7) Given the product [NH2:1][C:2]1[C:3]2[CH:18]=[C:17]([C:19]3[C:24]([Cl:25])=[CH:23][CH:22]=[CH:21][C:20]=3[Cl:26])[C:16](=[O:27])[NH:15][C:4]=2[N:5]=[C:6]([NH:8][C:9]2[CH:14]=[CH:13][CH:12]=[CH:11][CH:10]=2)[N:7]=1, predict the reactants needed to synthesize it. The reactants are: [NH2:1][C:2]1[C:3]2[CH2:18][CH:17]([C:19]3[C:24]([Cl:25])=[CH:23][CH:22]=[CH:21][C:20]=3[Cl:26])[C:16](=[O:27])[NH:15][C:4]=2[N:5]=[C:6]([NH:8][C:9]2[CH:14]=[CH:13][CH:12]=[CH:11][CH:10]=2)[N:7]=1.[H-].[Na+].O.CC(O)=O. (8) Given the product [Br:24][C:25]1[N:26]=[C:27]([CH:31]([N:9]2[C:10]3[C:15](=[CH:14][CH:13]=[CH:12][CH:11]=3)[C:16](=[O:17])[C:7]([C:5](=[O:6])[C:4]3[CH:18]=[CH:19][C:20]([CH3:21])=[C:2]([CH3:1])[CH:3]=3)=[CH:8]2)[CH3:32])[CH:28]=[CH:29][CH:30]=1, predict the reactants needed to synthesize it. The reactants are: [CH3:1][C:2]1[CH:3]=[C:4]([CH:18]=[CH:19][C:20]=1[CH3:21])[C:5]([C:7]1[C:16](=[O:17])[C:15]2[C:10](=[CH:11][CH:12]=[CH:13][CH:14]=2)[NH:9][CH:8]=1)=[O:6].[H-].[Na+].[Br:24][C:25]1[CH:30]=[CH:29][CH:28]=[C:27]([CH:31](Br)[CH3:32])[N:26]=1. (9) Given the product [C:21]([C:4]1[C:3](=[O:23])[C@@H:2]([CH3:1])[C@@H:7]2[CH2:8][CH2:9][C:10]3[C:14]([C@@:6]2([C:15]2[CH:20]=[CH:19][CH:18]=[CH:17][CH:16]=2)[CH:5]=1)=[N:13][N:12]([C:64](=[O:65])[CH2:63][NH:62][C:60](=[O:61])[O:59][C:55]([CH3:56])([CH3:57])[CH3:58])[CH:11]=3)#[N:22], predict the reactants needed to synthesize it. The reactants are: [CH3:1][C@H:2]1[CH:7]2[CH2:8][CH2:9][C:10]3[C:14]([C@@:6]2([C:15]2[CH:20]=[CH:19][CH:18]=[CH:17][CH:16]=2)[CH:5]=[C:4]([C:21]#[N:22])[C:3]1=[O:23])=[N:13][NH:12][CH:11]=3.C(N(CC)CC)C.CN(C(ON1N=NC2C=CC=NC1=2)=[N+](C)C)C.F[P-](F)(F)(F)(F)F.[C:55]([O:59][C:60]([NH:62][CH2:63][C:64](O)=[O:65])=[O:61])([CH3:58])([CH3:57])[CH3:56]. (10) Given the product [CH2:1]([CH:3]1[C:4]([C:10]2[CH:32]=[CH:31][C:13]3[N:14]=[C:15]([C:17]4[CH:30]=[CH:29][C:20]([O:21][CH2:22][CH:23]5[CH2:24][CH2:25][N:26]([S:35]([CH3:34])(=[O:37])=[O:36])[CH2:27][CH2:28]5)=[CH:19][CH:18]=4)[O:16][C:12]=3[CH:11]=2)=[N:5][NH:6][C:7](=[O:9])[CH2:8]1)[CH3:2], predict the reactants needed to synthesize it. The reactants are: [CH2:1]([CH:3]1[CH2:8][C:7](=[O:9])[NH:6][N:5]=[C:4]1[C:10]1[CH:32]=[CH:31][C:13]2[N:14]=[C:15]([C:17]3[CH:30]=[CH:29][C:20]([O:21][CH2:22][CH:23]4[CH2:28][CH2:27][NH:26][CH2:25][CH2:24]4)=[CH:19][CH:18]=3)[O:16][C:12]=2[CH:11]=1)[CH3:2].Cl.[CH3:34][S:35](Cl)(=[O:37])=[O:36].